Dataset: NCI-60 drug combinations with 297,098 pairs across 59 cell lines. Task: Regression. Given two drug SMILES strings and cell line genomic features, predict the synergy score measuring deviation from expected non-interaction effect. (1) Drug 1: CC1=C(C(=O)C2=C(C1=O)N3CC4C(C3(C2COC(=O)N)OC)N4)N. Drug 2: C1C(C(OC1N2C=NC3=C2NC=NCC3O)CO)O. Cell line: NCI-H226. Synergy scores: CSS=-1.94, Synergy_ZIP=2.98, Synergy_Bliss=1.02, Synergy_Loewe=-3.48, Synergy_HSA=-4.93. (2) Drug 1: CN(C)N=NC1=C(NC=N1)C(=O)N. Drug 2: CN(C)C1=NC(=NC(=N1)N(C)C)N(C)C. Cell line: HCT-15. Synergy scores: CSS=2.50, Synergy_ZIP=1.14, Synergy_Bliss=3.30, Synergy_Loewe=-2.54, Synergy_HSA=-0.609. (3) Drug 1: CN1C(=O)N2C=NC(=C2N=N1)C(=O)N. Drug 2: CC1CCC2CC(C(=CC=CC=CC(CC(C(=O)C(C(C(=CC(C(=O)CC(OC(=O)C3CCCCN3C(=O)C(=O)C1(O2)O)C(C)CC4CCC(C(C4)OC)O)C)C)O)OC)C)C)C)OC. Cell line: ACHN. Synergy scores: CSS=9.59, Synergy_ZIP=-0.877, Synergy_Bliss=-1.64, Synergy_Loewe=-20.8, Synergy_HSA=-5.49. (4) Drug 1: CCC(=C(C1=CC=CC=C1)C2=CC=C(C=C2)OCCN(C)C)C3=CC=CC=C3.C(C(=O)O)C(CC(=O)O)(C(=O)O)O. Drug 2: CS(=O)(=O)OCCCCOS(=O)(=O)C. Cell line: NCI-H522. Synergy scores: CSS=7.73, Synergy_ZIP=-3.13, Synergy_Bliss=-0.644, Synergy_Loewe=-0.436, Synergy_HSA=-0.00552. (5) Drug 1: CNC(=O)C1=NC=CC(=C1)OC2=CC=C(C=C2)NC(=O)NC3=CC(=C(C=C3)Cl)C(F)(F)F. Drug 2: C1CNP(=O)(OC1)N(CCCl)CCCl. Cell line: SF-295. Synergy scores: CSS=1.27, Synergy_ZIP=-0.365, Synergy_Bliss=-0.0498, Synergy_Loewe=-1.88, Synergy_HSA=-1.51.